From a dataset of Reaction yield outcomes from USPTO patents with 853,638 reactions. Predict the reaction yield, written as a fraction of the theoretical maximum amount of product (1.0 means a 100% yield; for example, 0.34 means a 34% yield). (1) The reactants are C1(S([N:10]2[C:18]3[C:13](=[CH:14][C:15]([C:19]4[CH:24]=[CH:23][C:22]([N:25]5[CH2:30][CH2:29][N:28]([CH3:31])[CH2:27][CH2:26]5)=[CH:21][CH:20]=4)=[CH:16][CH:17]=3)[C:12]3[C:32]([C:36]#[C:37][Si](C(C)C)(C(C)C)C(C)C)=[CH:33][CH:34]=[N:35][C:11]2=3)(=O)=O)C=CC=CC=1.CCCC[N+](CCCC)(CCCC)CCCC.[F-]. The catalyst is C1COCC1. The product is [C:36]([C:32]1[C:12]2[C:13]3[C:18](=[CH:17][CH:16]=[C:15]([C:19]4[CH:20]=[CH:21][C:22]([N:25]5[CH2:26][CH2:27][N:28]([CH3:31])[CH2:29][CH2:30]5)=[CH:23][CH:24]=4)[CH:14]=3)[NH:10][C:11]=2[N:35]=[CH:34][CH:33]=1)#[CH:37]. The yield is 0.410. (2) The reactants are C(OC([N:8]([C:25]1[CH:30]=[C:29]([N:31]2[CH2:36][CH2:35][N:34](C(OC(C)(C)C)=O)[CH2:33][CH2:32]2)[N:28]=[C:27]([C:44]2[CH:49]=[CH:48][CH:47]=[C:46]([O:50][CH3:51])[CH:45]=2)[N:26]=1)[C:9]1[CH:10]=[C:11]2[C:15](=[CH:16][CH:17]=1)[N:14](C(OC(C)(C)C)=O)[N:13]=[CH:12]2)=O)(C)(C)C.C(O)(C(F)(F)F)=O. The catalyst is C(Cl)Cl. The product is [CH3:51][O:50][C:46]1[CH:45]=[C:44]([C:27]2[N:26]=[C:25]([NH:8][C:9]3[CH:10]=[C:11]4[C:15](=[CH:16][CH:17]=3)[NH:14][N:13]=[CH:12]4)[CH:30]=[C:29]([N:31]3[CH2:36][CH2:35][NH:34][CH2:33][CH2:32]3)[N:28]=2)[CH:49]=[CH:48][CH:47]=1. The yield is 0.800. (3) The catalyst is C(Cl)Cl. The reactants are [NH2:1][C@H:2]([C:4]1[CH:13]=[CH:12][C:7]([C:8]([O:10][CH3:11])=[O:9])=[CH:6][CH:5]=1)[CH3:3].[C:14](O[C:14]([O:16][C:17]([CH3:20])([CH3:19])[CH3:18])=[O:15])([O:16][C:17]([CH3:20])([CH3:19])[CH3:18])=[O:15].C(N(CC)CC)C.CCOC(C)=O.CCCCCCC. The product is [C:17]([O:16][C:14]([NH:1][C@H:2]([C:4]1[CH:13]=[CH:12][C:7]([C:8]([O:10][CH3:11])=[O:9])=[CH:6][CH:5]=1)[CH3:3])=[O:15])([CH3:20])([CH3:19])[CH3:18]. The yield is 1.00. (4) The reactants are [CH:1]([NH:4][C:5]([C:7]1[C:15]2[C:10](=[N:11][CH:12]=[C:13]([NH:16][C:17]3[CH:22]=[CH:21][C:20]([CH3:23])=[CH:19][N:18]=3)[N:14]=2)[N:9](COCC[Si](C)(C)C)[CH:8]=1)=[O:6])([CH3:3])[CH3:2].FC(F)(F)C(O)=O.CO.[OH-].[NH4+]. The catalyst is ClCCl. The product is [CH:1]([NH:4][C:5]([C:7]1[C:15]2[C:10](=[N:11][CH:12]=[C:13]([NH:16][C:17]3[CH:22]=[CH:21][C:20]([CH3:23])=[CH:19][N:18]=3)[N:14]=2)[NH:9][CH:8]=1)=[O:6])([CH3:3])[CH3:2]. The yield is 0.360. (5) The reactants are [NH2:1][CH2:2][C:3]1[CH:8]=[C:7]([C:9]2[N:14]=[CH:13][N:12]=[C:11]([NH:15][C:16]3[CH:21]=[CH:20][CH:19]=[C:18]([Cl:22])[CH:17]=3)[N:10]=2)[CH:6]=[CH:5][N:4]=1.[C:23](O[C:23]([O:24][CH2:25][CH3:26])=[O:27])(=[O:27])[O:24][CH2:25][CH3:26].C(N(CC)CC)C.O. The catalyst is CN(C)C=O. The product is [CH2:25]([O:24][C:23](=[O:27])[NH:1][CH2:2][C:3]1[CH:8]=[C:7]([C:9]2[N:10]=[C:11]([NH:15][C:16]3[CH:21]=[CH:20][CH:19]=[C:18]([Cl:22])[CH:17]=3)[N:12]=[CH:13][N:14]=2)[CH:6]=[CH:5][N:4]=1)[CH3:26]. The yield is 0.700. (6) The reactants are [CH2:1]([O:3][C:4](=[O:18])[C:5]1[CH:10]=[C:9]([N+:11]([O-:13])=[O:12])[CH:8]=[C:7]([N+:14]([O-:16])=[O:15])[C:6]=1[CH3:17])[CH3:2].CO[CH:21]([N:24]([CH3:26])[CH3:25])OC. The catalyst is CN(C=O)C. The product is [CH2:1]([O:3][C:4](=[O:18])[C:5]1[CH:10]=[C:9]([N+:11]([O-:13])=[O:12])[CH:8]=[C:7]([N+:14]([O-:16])=[O:15])[C:6]=1[CH:17]=[CH:21][N:24]([CH3:26])[CH3:25])[CH3:2]. The yield is 0.480.